This data is from Peptide-MHC class I binding affinity with 185,985 pairs from IEDB/IMGT. The task is: Regression. Given a peptide amino acid sequence and an MHC pseudo amino acid sequence, predict their binding affinity value. This is MHC class I binding data. (1) The peptide sequence is DHIPIINTL. The MHC is HLA-B15:01 with pseudo-sequence HLA-B15:01. The binding affinity (normalized) is 0.0847. (2) The peptide sequence is RYGFVANFS. The MHC is HLA-A24:02 with pseudo-sequence HLA-A24:02. The binding affinity (normalized) is 0.604. (3) The peptide sequence is AEILSGRVI. The MHC is HLA-B58:01 with pseudo-sequence HLA-B58:01. The binding affinity (normalized) is 0.0847. (4) The peptide sequence is GPSVASRAL. The MHC is HLA-B40:01 with pseudo-sequence HLA-B40:01. The binding affinity (normalized) is 0.213. (5) The peptide sequence is GPKVKQWPL. The MHC is HLA-B40:01 with pseudo-sequence HLA-B40:01. The binding affinity (normalized) is 0. (6) The peptide sequence is HLDDVGFLV. The MHC is HLA-A02:01 with pseudo-sequence HLA-A02:01. The binding affinity (normalized) is 1.00.